Dataset: Reaction yield outcomes from USPTO patents with 853,638 reactions. Task: Predict the reaction yield, written as a fraction of the theoretical maximum amount of product (1.0 means a 100% yield; for example, 0.34 means a 34% yield). (1) The reactants are Br[C:2]1[CH:7]=[CH:6][C:5]([OH:8])=[C:4]([C:9]([N:11]2[CH2:19][C:18]3[C:13](=[CH:14][CH:15]=[CH:16][CH:17]=3)[CH2:12]2)=[O:10])[CH:3]=1.[C:20]1(B(O)O)[CH:25]=[CH:24][CH:23]=[CH:22][CH:21]=1.N#N. The catalyst is COCCOC.C1C=CC(P(C2C=CC=CC=2)[C-]2C=CC=C2)=CC=1.C1C=CC(P(C2C=CC=CC=2)[C-]2C=CC=C2)=CC=1.Cl[Pd]Cl.[Fe+2]. The product is [CH2:12]1[C:13]2[C:18](=[CH:17][CH:16]=[CH:15][CH:14]=2)[CH2:19][N:11]1[C:9]([C:4]1[CH:3]=[C:2]([C:20]2[CH:25]=[CH:24][CH:23]=[CH:22][CH:21]=2)[CH:7]=[CH:6][C:5]=1[OH:8])=[O:10]. The yield is 0.660. (2) The reactants are [F:1][C:2]1[CH:11]=[C:10](/[CH:12]=[CH:13]/[C:14]2[C:23]([CH2:24][N:25]3[CH:29]=[CH:28][CH:27]=[N:26]3)=[CH:22][C:21]3[C:20]([CH3:31])([CH3:30])[CH2:19][CH2:18][C:17]([CH3:33])([CH3:32])[C:16]=3[CH:15]=2)[CH:9]=[CH:8][C:3]=1[C:4]([O:6]C)=[O:5].[OH-].[Na+].[Cl-].[NH4+]. The catalyst is C(O)C. The product is [F:1][C:2]1[CH:11]=[C:10](/[CH:12]=[CH:13]/[C:14]2[C:23]([CH2:24][N:25]3[CH:29]=[CH:28][CH:27]=[N:26]3)=[CH:22][C:21]3[C:20]([CH3:31])([CH3:30])[CH2:19][CH2:18][C:17]([CH3:33])([CH3:32])[C:16]=3[CH:15]=2)[CH:9]=[CH:8][C:3]=1[C:4]([OH:6])=[O:5]. The yield is 0.440. (3) The product is [C:20]([O:19][C:17](=[O:18])[NH:1][C:2]([C:3]#[N:4])([CH3:9])[CH2:5][CH:6]1[CH2:8][CH2:7]1)([CH3:23])([CH3:22])[CH3:21]. The yield is 0.660. The catalyst is ClCCl. The reactants are [NH2:1][C:2]([CH3:9])([CH2:5][CH:6]1[CH2:8][CH2:7]1)[C:3]#[N:4].C(N(CC)CC)C.[C:17](O[C:17]([O:19][C:20]([CH3:23])([CH3:22])[CH3:21])=[O:18])([O:19][C:20]([CH3:23])([CH3:22])[CH3:21])=[O:18]. (4) The reactants are [F:1][C:2]1[C:3]([CH3:25])=[C:4]([C@:8]2([C:21]([O:23][CH3:24])=[O:22])[CH2:12][CH2:11][C:10](OS(C(F)(F)F)(=O)=O)=[CH:9]2)[CH:5]=[CH:6][CH:7]=1.[CH3:26][O:27][C:28]1[C:33]([F:34])=[CH:32][C:31](B(O)O)=[CH:30][N:29]=1.COCCOC. The catalyst is C1(P(C2C=CC=CC=2)C2C=CC=CC=2)C=CC=CC=1.C1(P(C2C=CC=CC=2)C2C=CC=CC=2)C=CC=CC=1.C1(P(C2C=CC=CC=2)C2C=CC=CC=2)C=CC=CC=1.C1(P(C2C=CC=CC=2)C2C=CC=CC=2)C=CC=CC=1.[Pd].CO. The product is [F:1][C:2]1[C:3]([CH3:25])=[C:4]([C@:8]2([C:21]([O:23][CH3:24])=[O:22])[CH2:12][CH2:11][C:10]([C:31]3[CH:30]=[N:29][C:28]([O:27][CH3:26])=[C:33]([F:34])[CH:32]=3)=[CH:9]2)[CH:5]=[CH:6][CH:7]=1. The yield is 0.820. (5) The reactants are [Br:1][C:2]1[CH:3]=[C:4]2[C:8](=[CH:9][C:10]=1[N+:11]([O-])=O)[NH:7][CH:6]=[CH:5]2. The catalyst is C(O)C.[Ni]. The product is [Br:1][C:2]1[CH:3]=[C:4]2[C:8](=[CH:9][C:10]=1[NH2:11])[NH:7][CH:6]=[CH:5]2. The yield is 0.300. (6) The reactants are [Br:1][C:2]1[CH:14]=[CH:13][C:5]([O:6][CH2:7][C:8]([O:10][CH2:11][CH3:12])=[O:9])=[C:4]([CH2:15]O)[CH:3]=1.O=S(Cl)[Cl:19]. The catalyst is C(Cl)Cl. The product is [Br:1][C:2]1[CH:14]=[CH:13][C:5]([O:6][CH2:7][C:8]([O:10][CH2:11][CH3:12])=[O:9])=[C:4]([CH2:15][Cl:19])[CH:3]=1. The yield is 0.760. (7) The reactants are [H-].[Al+3].[Li+].[H-].[H-].[H-].[Si:7]([O:14][C:15]1[CH:19]=[C:18]([C:20]([F:23])([F:22])[F:21])[S:17][C:16]=1[C:24](OC)=[O:25])([C:10]([CH3:13])([CH3:12])[CH3:11])([CH3:9])[CH3:8]. The catalyst is CCOCC. The product is [Si:7]([O:14][C:15]1[CH:19]=[C:18]([C:20]([F:23])([F:21])[F:22])[S:17][C:16]=1[CH2:24][OH:25])([C:10]([CH3:13])([CH3:12])[CH3:11])([CH3:9])[CH3:8]. The yield is 0.760. (8) The reactants are Cl.[NH2:2][CH2:3][CH:4]([C:6]1[CH:7]=[C:8]([OH:12])[CH:9]=[CH:10][CH:11]=1)[OH:5].[CH2:13]=O.Cl.[C:16](O[C:16]([O:18][C:19]([CH3:22])([CH3:21])[CH3:20])=[O:17])([O:18][C:19]([CH3:22])([CH3:21])[CH3:20])=[O:17].[OH-].[Na+]. The catalyst is O.O1CCCC1. The product is [OH:5][CH:4]1[C:6]2[C:11](=[CH:10][CH:9]=[C:8]([OH:12])[CH:7]=2)[CH2:13][N:2]([C:16]([O:18][C:19]([CH3:22])([CH3:21])[CH3:20])=[O:17])[CH2:3]1. The yield is 0.780. (9) The reactants are [S:1]1[CH:5]=[CH:4][CH:3]=[C:2]1[C:6]([NH:8][C:9]1[CH:10]=[CH:11][CH:12]=[C:13]2[C:17]=1[NH:16][C:15]([C:18]([O:20]CC)=[O:19])=[CH:14]2)=[O:7].CO.[OH-].[K+].C(O)(=O)CC(CC(O)=O)(C(O)=O)O. The catalyst is O1CCCC1. The product is [S:1]1[CH:5]=[CH:4][CH:3]=[C:2]1[C:6]([NH:8][C:9]1[CH:10]=[CH:11][CH:12]=[C:13]2[C:17]=1[NH:16][C:15]([C:18]([OH:20])=[O:19])=[CH:14]2)=[O:7]. The yield is 0.870. (10) The reactants are C(N(CC)CC)C.C(O[CH:11]=[C:12]([C:18]#[N:19])[C:13]([O:15][CH2:16][CH3:17])=[O:14])C.C(O)(=O)C(O)=O.[CH2:26]([NH:28][NH2:29])[CH3:27]. The catalyst is C(O)C. The product is [CH2:16]([O:15][C:13]([C:12]1[CH:11]=[N:29][N:28]([CH2:26][CH3:27])[C:18]=1[NH2:19])=[O:14])[CH3:17]. The yield is 0.800.